The task is: Predict the reaction yield, written as a fraction of the theoretical maximum amount of product (1.0 means a 100% yield; for example, 0.34 means a 34% yield).. This data is from Reaction yield outcomes from USPTO patents with 853,638 reactions. (1) The product is [NH2:1][C:2]1[C:7]([CH:8]=[O:24])=[CH:6][N:5]=[C:4]([S:10][CH3:11])[N:3]=1. The catalyst is C1COCC1. The yield is 0.531. The reactants are [NH2:1][C:2]1[C:7]([C:8]#N)=[CH:6][N:5]=[C:4]([S:10][CH3:11])[N:3]=1.[H-].C([Al+]CC(C)C)C(C)C.Cl.C([O-])([O-])=[O:24].[Na+].[Na+]. (2) The reactants are Br[C:2]1[C:3]([CH3:31])=[C:4]([CH:28]=[CH:29][CH:30]=1)[CH2:5][NH:6][C:7]1[N:12]=[C:11]([NH:13][CH2:14][CH:15]2[CH2:20][CH2:19][CH:18]([NH:21][C:22](=[O:24])[CH3:23])[CH2:17][CH2:16]2)[C:10]([N+:25]([O-:27])=[O:26])=[CH:9][N:8]=1.Cl.[NH2:33][CH2:34][C:35]1[CH:36]=[C:37](B(O)O)[CH:38]=[CH:39][CH:40]=1.C(=O)([O-])[O-].[K+].[K+].C(COC)OC. The catalyst is C1C=CC([P]([Pd]([P](C2C=CC=CC=2)(C2C=CC=CC=2)C2C=CC=CC=2)([P](C2C=CC=CC=2)(C2C=CC=CC=2)C2C=CC=CC=2)[P](C2C=CC=CC=2)(C2C=CC=CC=2)C2C=CC=CC=2)(C2C=CC=CC=2)C2C=CC=CC=2)=CC=1.O. The product is [NH2:33][CH2:34][C:35]1[CH:36]=[C:37]([C:2]2[CH:30]=[CH:29][CH:28]=[C:4]([CH2:5][NH:6][C:7]3[N:12]=[C:11]([NH:13][CH2:14][CH:15]4[CH2:16][CH2:17][CH:18]([NH:21][C:22](=[O:24])[CH3:23])[CH2:19][CH2:20]4)[C:10]([N+:25]([O-:27])=[O:26])=[CH:9][N:8]=3)[C:3]=2[CH3:31])[CH:38]=[CH:39][CH:40]=1. The yield is 0.0720. (3) The reactants are [CH3:1][C:2]1[N:3]([CH:18]2[CH2:23][CH2:22][O:21][CH2:20][CH2:19]2)[C:4]2[C:9]([N:10]=1)=[C:8]([C:11]1[CH:16]=[CH:15][N:14]=[CH:13][CH:12]=1)[N:7]=[C:6]([NH2:17])[N:5]=2.C(=O)([O-])[O-].[Cs+].[Cs+].C1C=CC(P(C2C(C3C(P(C4C=CC=CC=4)C4C=CC=CC=4)=CC=C4C=3C=CC=C4)=C3C(C=CC=C3)=CC=2)C2C=CC=CC=2)=CC=1.Br[C:77]1[CH:82]=[C:81]([Cl:83])[CH:80]=[CH:79][C:78]=1[N+:84]([O-:86])=[O:85]. The yield is 0.210. The product is [Cl:83][C:81]1[CH:80]=[CH:79][C:78]([N+:84]([O-:86])=[O:85])=[C:77]([NH:17][C:6]2[N:5]=[C:4]3[C:9]([N:10]=[C:2]([CH3:1])[N:3]3[CH:18]3[CH2:23][CH2:22][O:21][CH2:20][CH2:19]3)=[C:8]([C:11]3[CH:16]=[CH:15][N:14]=[CH:13][CH:12]=3)[N:7]=2)[CH:82]=1. The catalyst is C1(C)C=CC=CC=1.CC([O-])=O.CC([O-])=O.[Pd+2].